This data is from Forward reaction prediction with 1.9M reactions from USPTO patents (1976-2016). The task is: Predict the product of the given reaction. (1) Given the reactants [CH3:1][O:2][C:3]1[CH:4]=[C:5]2[C:10](=[C:11]([N:13]3[CH2:18][CH2:17][N:16]([CH2:19][C:20]([F:23])([F:22])[F:21])[CH2:15][CH2:14]3)[CH:12]=1)[O:9][CH:8]([C:24]([OH:26])=O)[CH2:7][CH2:6]2.[N:27]1([C:33]2[CH:38]=[CH:37][C:36]([NH2:39])=[CH:35][CH:34]=2)[CH2:32][CH2:31][O:30][CH2:29][CH2:28]1.C(N(CC)CC)C.CN(C(ON1N=NC2C=CC=NC1=2)=[N+](C)C)C.F[P-](F)(F)(F)(F)F, predict the reaction product. The product is: [CH3:1][O:2][C:3]1[CH:4]=[C:5]2[C:10](=[C:11]([N:13]3[CH2:18][CH2:17][N:16]([CH2:19][C:20]([F:22])([F:23])[F:21])[CH2:15][CH2:14]3)[CH:12]=1)[O:9][CH:8]([C:24]([NH:39][C:36]1[CH:35]=[CH:34][C:33]([N:27]3[CH2:32][CH2:31][O:30][CH2:29][CH2:28]3)=[CH:38][CH:37]=1)=[O:26])[CH2:7][CH2:6]2. (2) Given the reactants [CH2:1]([Li])CCC.Br[C:7]1[C:15]2[C:14]([Cl:16])=[N:13][CH:12]=[N:11][C:10]=2[NH:9][CH:8]=1.CI, predict the reaction product. The product is: [Cl:16][C:14]1[C:15]2[C:7]([CH3:1])=[CH:8][NH:9][C:10]=2[N:11]=[CH:12][N:13]=1. (3) Given the reactants C[O:2][C:3]1[CH:8]=[CH:7][N:6]=[C:5]2[NH:9][C:10]([C:12]([O:14]C)=[O:13])=[CH:11][C:4]=12.C[S-].[Na+].CCOCC, predict the reaction product. The product is: [OH:2][C:3]1[CH:8]=[CH:7][N:6]=[C:5]2[NH:9][C:10]([C:12]([OH:14])=[O:13])=[CH:11][C:4]=12. (4) The product is: [C:55]([Si:59]([CH3:65])([CH3:66])[O:60][CH2:31][CH2:26][CH2:25][O:24][C:19]1[C:20]([O:22][CH3:23])=[CH:21][C:16]2[C:15](=[O:35])[N:6]3[CH2:7][C:8]4[C:13](=[CH:12][CH:11]=[CH:10][CH:9]=4)[CH2:14][CH:5]3[C:3](=[O:4])[N:32]([CH2:71][O:70][CH2:69][CH2:68][Si:59]([CH3:66])([CH3:65])[CH3:55])[C:17]=2[CH:18]=1)([CH3:56])([CH3:57])[CH3:58]. Given the reactants CO[C:3]([CH:5]1[CH2:14][C:13]2[C:8](=[CH:9][CH:10]=[CH:11][CH:12]=2)[CH2:7][N:6]1[C:15](=[O:35])[C:16]1[CH:21]=[C:20]([O:22][CH3:23])[C:19]([O:24][CH2:25][C:26]2[CH:31]=CC=CC=2)=[CH:18][C:17]=1[N+:32]([O-])=O)=[O:4].C1(P(C2C=CC=CC=2)C2C=CC=CC=2)C=CC=CC=1.[C:55]([Si:59]([CH3:66])([CH3:65])[O:60]CCCO)([CH3:58])([CH3:57])[CH3:56].C1[CH2:71][O:70][CH2:69][CH2:68]1, predict the reaction product. (5) Given the reactants [OH:1][C:2]1([C:6]2[S:7][C:8]([C:11]3[CH:12]=[C:13]([CH:16]=[C:17]([NH:19][C:20]4[N:25]=[C:24]([C:26]([F:29])([F:28])[F:27])[CH:23]=[CH:22][N:21]=4)[CH:18]=3)[C:14]#[N:15])=[CH:9][N:10]=2)[CH2:5][CH2:4][CH2:3]1.[N-:30]=[N+:31]=[N-:32].[Na+].[Cl-].[NH4+], predict the reaction product. The product is: [NH:30]1[C:14]([C:13]2[CH:12]=[C:11]([C:8]3[S:7][C:6]([C:2]4([OH:1])[CH2:3][CH2:4][CH2:5]4)=[N:10][CH:9]=3)[CH:18]=[C:17]([NH:19][C:20]3[N:25]=[C:24]([C:26]([F:28])([F:29])[F:27])[CH:23]=[CH:22][N:21]=3)[CH:16]=2)=[N:15][N:32]=[N:31]1. (6) Given the reactants [CH3:1][O:2][C:3]1[CH:4]=[C:5]([CH:8]=[CH:9][C:10]=1[N+:11]([O-])=O)[C:6]#[N:7], predict the reaction product. The product is: [NH2:11][C:10]1[CH:9]=[CH:8][C:5]([C:6]#[N:7])=[CH:4][C:3]=1[O:2][CH3:1]. (7) Given the reactants [CH3:1][S:2][CH2:3][C:4]1[CH:9]=[CH:8][C:7]([C:10]2[N:15]=[CH:14][C:13]([O:16][CH2:17][CH:18]3[CH2:23][CH2:22][N:21]([C:24]([O:26][CH:27]([CH3:29])[CH3:28])=[O:25])[CH2:20][CH2:19]3)=[CH:12][CH:11]=2)=[CH:6][CH:5]=1.[OH:30]OS([O-])=O.[K+].[OH2:36], predict the reaction product. The product is: [CH3:1][S:2]([CH2:3][C:4]1[CH:5]=[CH:6][C:7]([C:10]2[N:15]=[CH:14][C:13]([O:16][CH2:17][CH:18]3[CH2:23][CH2:22][N:21]([C:24]([O:26][CH:27]([CH3:29])[CH3:28])=[O:25])[CH2:20][CH2:19]3)=[CH:12][CH:11]=2)=[CH:8][CH:9]=1)(=[O:30])=[O:36]. (8) The product is: [C:34]([O:33][C:31]([N:27]1[CH2:28][CH2:29][CH2:30][CH:25]([NH:24][C:19]([C:18]2[CH:17]=[N:16][C:15]([O:14][CH2:13][C:3]3[C:4]([C:7]4[CH:8]=[CH:9][CH:10]=[CH:11][CH:12]=4)=[N:5][O:6][C:2]=3[CH3:1])=[CH:23][CH:22]=2)=[O:21])[CH2:26]1)=[O:32])([CH3:37])([CH3:35])[CH3:36]. Given the reactants [CH3:1][C:2]1[O:6][N:5]=[C:4]([C:7]2[CH:12]=[CH:11][CH:10]=[CH:9][CH:8]=2)[C:3]=1[CH2:13][O:14][C:15]1[CH:23]=[CH:22][C:18]([C:19]([OH:21])=O)=[CH:17][N:16]=1.[NH2:24][CH:25]1[CH2:30][CH2:29][CH2:28][N:27]([C:31]([O:33][C:34]([CH3:37])([CH3:36])[CH3:35])=[O:32])[CH2:26]1, predict the reaction product.